This data is from Full USPTO retrosynthesis dataset with 1.9M reactions from patents (1976-2016). The task is: Predict the reactants needed to synthesize the given product. (1) Given the product [NH2:1][C:2]1[N:7]([CH3:8])[C:6](=[O:9])[NH:5][C:4](=[O:10])[C:3]=1[N:11]([CH2:12][C@H:13]1[CH2:18][CH2:17][C@H:16]([CH3:19])[CH2:15][CH2:14]1)[C:30]([C:26]1([C:20]2[CH:25]=[CH:24][CH:23]=[CH:22][CH:21]=2)[CH2:29][CH2:28][CH2:27]1)=[O:31], predict the reactants needed to synthesize it. The reactants are: [NH2:1][C:2]1[N:7]([CH3:8])[C:6](=[O:9])[NH:5][C:4](=[O:10])[C:3]=1[NH:11][CH2:12][C@H:13]1[CH2:18][CH2:17][C@H:16]([CH3:19])[CH2:15][CH2:14]1.[C:20]1([C:26]2([C:30](O)=[O:31])[CH2:29][CH2:28][CH2:27]2)[CH:25]=[CH:24][CH:23]=[CH:22][CH:21]=1.CN(C(ON1N=NC2C=CC=NC1=2)=[N+](C)C)C.F[P-](F)(F)(F)(F)F.CCN(C(C)C)C(C)C. (2) Given the product [Cl:1][C:2]1[CH:7]=[CH:6][CH:5]=[CH:4][C:3]=1[C:8]1[O:9][C:10]([CH:16]([CH3:18])[CH3:17])=[C:11]([CH2:13][CH2:14][O:15][S:26]([C:23]2[CH:24]=[CH:25][C:20]([CH3:30])=[CH:21][CH:22]=2)(=[O:28])=[O:27])[N:12]=1, predict the reactants needed to synthesize it. The reactants are: [Cl:1][C:2]1[CH:7]=[CH:6][CH:5]=[CH:4][C:3]=1[C:8]1[O:9][C:10]([CH:16]([CH3:18])[CH3:17])=[C:11]([CH2:13][CH2:14][OH:15])[N:12]=1.O.[C:20]1([CH3:30])[CH:25]=[CH:24][C:23]([S:26](Cl)(=[O:28])=[O:27])=[CH:22][CH:21]=1.Cl. (3) Given the product [CH3:23][O:22][CH:19]([O:18][CH3:17])[CH2:20][N:2]([CH2:3][CH2:4][C:5]1[CH:14]=[CH:13][C:12]([OH:15])=[C:11]2[C:6]=1[CH:7]=[CH:8][C:9](=[O:16])[NH:10]2)[C:34](=[O:35])[O:36][CH2:37][C:38]1[CH:43]=[CH:42][CH:41]=[CH:40][CH:39]=1, predict the reactants needed to synthesize it. The reactants are: Cl.[NH2:2][CH2:3][CH2:4][C:5]1[CH:14]=[CH:13][C:12]([OH:15])=[C:11]2[C:6]=1[CH:7]=[CH:8][C:9](=[O:16])[NH:10]2.[CH3:17][O:18][CH:19]([O:22][CH3:23])[CH:20]=O.C([BH3-])#N.[Na+].C(=O)([O-])O.[Na+].Cl[C:34]([O:36][CH2:37][C:38]1[CH:43]=[CH:42][CH:41]=[CH:40][CH:39]=1)=[O:35].